Dataset: hERG Central: cardiac toxicity at 1µM, 10µM, and general inhibition. Task: Predict hERG channel inhibition at various concentrations. (1) The molecule is CCn1cc(C(=O)NCCCN2CC(C)CC(C)C2)c(=O)c2cc(S(=O)(=O)N(C)C3CCCCC3)ccc21. Results: hERG_inhib (hERG inhibition (general)): blocker. (2) The molecule is CN1C(=O)/C(=C/c2cccc(Cl)c2)Sc2ccc(C(=O)N3CCOCC3)cc21. Results: hERG_inhib (hERG inhibition (general)): blocker.